Dataset: NCI-60 drug combinations with 297,098 pairs across 59 cell lines. Task: Regression. Given two drug SMILES strings and cell line genomic features, predict the synergy score measuring deviation from expected non-interaction effect. Drug 1: CCCS(=O)(=O)NC1=C(C(=C(C=C1)F)C(=O)C2=CNC3=C2C=C(C=N3)C4=CC=C(C=C4)Cl)F. Drug 2: CC1C(C(CC(O1)OC2CC(OC(C2O)C)OC3=CC4=CC5=C(C(=O)C(C(C5)C(C(=O)C(C(C)O)O)OC)OC6CC(C(C(O6)C)O)OC7CC(C(C(O7)C)O)OC8CC(C(C(O8)C)O)(C)O)C(=C4C(=C3C)O)O)O)O. Cell line: RXF 393. Synergy scores: CSS=15.5, Synergy_ZIP=15.9, Synergy_Bliss=18.7, Synergy_Loewe=21.3, Synergy_HSA=20.1.